This data is from Forward reaction prediction with 1.9M reactions from USPTO patents (1976-2016). The task is: Predict the product of the given reaction. (1) Given the reactants [F:1][C:2]([F:11])([F:10])[CH2:3][CH:4]([OH:9])[C:5](OC)=[O:6].[NH3:12].CO, predict the reaction product. The product is: [F:1][C:2]([F:11])([F:10])[CH2:3][CH:4]([OH:9])[C:5]([NH2:12])=[O:6]. (2) Given the reactants [CH3:1][O:2][C:3](=[O:12])[C:4]1[CH:9]=[CH:8][CH:7]=[C:6]([CH2:10][NH2:11])[CH:5]=1.[Br:13][C:14]1[CH:19]=[CH:18][C:17]([S:20](Cl)(=[O:22])=[O:21])=[CH:16][CH:15]=1.N1C=CC=CC=1, predict the reaction product. The product is: [CH3:1][O:2][C:3](=[O:12])[C:4]1[CH:9]=[CH:8][CH:7]=[C:6]([CH2:10][NH:11][S:20]([C:17]2[CH:18]=[CH:19][C:14]([Br:13])=[CH:15][CH:16]=2)(=[O:22])=[O:21])[CH:5]=1. (3) The product is: [OH:4][C:5]1[C:6]([CH2:13][CH2:14][CH3:15])=[N:7][CH:8]=[CH:9][C:10]=1[CH:11]=[O:12]. Given the reactants COC[O:4][C:5]1[C:6]([CH2:13][CH2:14][CH3:15])=[N:7][CH:8]=[CH:9][C:10]=1[CH:11]=[O:12].Cl.C([O-])([O-])=O.[K+].[K+], predict the reaction product.